This data is from Full USPTO retrosynthesis dataset with 1.9M reactions from patents (1976-2016). The task is: Predict the reactants needed to synthesize the given product. The reactants are: [Cl:1][C:2]1[CH:3]=[C:4]2[C:9](=[C:10]([Cl:12])[CH:11]=1)[CH2:8][N:7]([CH3:13])[CH2:6][CH:5]2[C:14]1[CH:19]=[CH:18][C:17]([NH2:20])=[CH:16][CH:15]=1. Given the product [ClH:1].[Cl:1][C:2]1[CH:3]=[C:4]2[C:9](=[C:10]([Cl:12])[CH:11]=1)[CH2:8][N:7]([CH3:13])[CH2:6][CH:5]2[C:14]1[CH:19]=[CH:18][C:17]([NH2:20])=[CH:16][CH:15]=1, predict the reactants needed to synthesize it.